The task is: Predict the reactants needed to synthesize the given product.. This data is from Full USPTO retrosynthesis dataset with 1.9M reactions from patents (1976-2016). (1) Given the product [Cl:1][C:2]1[C:7]([O:8][C:9]2[N:10]=[CH:11][CH:12]=[CH:13][N:14]=2)=[CH:6][C:5]([N:15]2[C:16](=[O:17])[NH:25][N:24]=[N:23]2)=[C:4]([F:18])[CH:3]=1, predict the reactants needed to synthesize it. The reactants are: [Cl:1][C:2]1[C:7]([O:8][C:9]2[N:14]=[CH:13][CH:12]=[CH:11][N:10]=2)=[CH:6][C:5]([N:15]=[C:16]=[O:17])=[C:4]([F:18])[CH:3]=1.C[Si]([N:23]=[N+:24]=[N-:25])(C)C. (2) Given the product [CH3:1][CH:2]([CH3:8])[CH2:3][CH2:4][C:5]([O:15][C:9]1[CH:14]=[CH:13][CH:12]=[CH:11][CH:10]=1)=[O:6], predict the reactants needed to synthesize it. The reactants are: [CH3:1][CH:2]([CH3:8])[CH2:3][CH2:4][C:5](Cl)=[O:6].[C:9]1([OH:15])[CH:14]=[CH:13][CH:12]=[CH:11][CH:10]=1.